Task: Regression/Classification. Given a drug SMILES string, predict its absorption, distribution, metabolism, or excretion properties. Task type varies by dataset: regression for continuous measurements (e.g., permeability, clearance, half-life) or binary classification for categorical outcomes (e.g., BBB penetration, CYP inhibition). Dataset: cyp2d6_veith.. Dataset: CYP2D6 inhibition data for predicting drug metabolism from PubChem BioAssay The compound is C/C(CC(=O)Nc1ccccn1)=N\NC(=O)C(=O)Nc1cccc(Cl)c1C. The result is 0 (non-inhibitor).